From a dataset of Forward reaction prediction with 1.9M reactions from USPTO patents (1976-2016). Predict the product of the given reaction. (1) The product is: [CH3:15][N:12]1[CH2:13][CH2:14][C:9]([C:28]2[CH:27]=[C:26]([C:31]([F:32])([F:34])[F:33])[CH:25]=[C:24]([NH2:23])[CH:29]=2)=[CH:10][CH2:11]1. Given the reactants CC1(C)C(C)(C)OB([C:9]2[CH2:14][CH2:13][N:12]([CH3:15])[CH2:11][CH:10]=2)O1.C([O-])([O-])=O.[K+].[K+].[NH2:23][C:24]1[CH:25]=[C:26]([C:31]([F:34])([F:33])[F:32])[CH:27]=[C:28](Br)[CH:29]=1, predict the reaction product. (2) The product is: [C:1]([C:4]1[C:5]([N:17]2[CH2:22][CH2:21][CH:20]([C:23]([OH:25])=[O:24])[CH2:19][CH2:18]2)=[N:6][C:7]([CH3:15])=[C:8]([C:9]([O:11][CH2:12][CH3:13])=[O:10])[CH:14]=1)(=[O:3])[CH3:2]. Given the reactants [C:1]([C:4]1[C:5](Cl)=[N:6][C:7]([CH3:15])=[C:8]([CH:14]=1)[C:9]([O:11][CH2:12][CH3:13])=[O:10])(=[O:3])[CH3:2].[NH:17]1[CH2:22][CH2:21][CH:20]([C:23]([OH:25])=[O:24])[CH2:19][CH2:18]1.CC#N, predict the reaction product. (3) Given the reactants [Cl:1][C:2]1[CH:3]=[C:4]([CH2:9][C:10]([OH:12])=O)[CH:5]=[CH:6][C:7]=1[Cl:8].Cl.[CH2:14]([O:18][C:19](=[O:23])[C@H:20]([CH3:22])[NH2:21])[CH:15]([CH3:17])[CH3:16], predict the reaction product. The product is: [CH2:14]([O:18][C:19](=[O:23])[C@H:20]([CH3:22])[NH:21][C:10](=[O:12])[CH2:9][C:4]1[CH:5]=[CH:6][C:7]([Cl:8])=[C:2]([Cl:1])[CH:3]=1)[CH:15]([CH3:17])[CH3:16].